Dataset: Full USPTO retrosynthesis dataset with 1.9M reactions from patents (1976-2016). Task: Predict the reactants needed to synthesize the given product. Given the product [CH2:8]([N:5]1[CH:6]=[CH:7][C:2]([NH2:1])=[C:3]([NH2:16])[C:4]1=[O:15])[C:9]1[CH:10]=[CH:11][CH:12]=[CH:13][CH:14]=1, predict the reactants needed to synthesize it. The reactants are: [NH2:1][C:2]1[CH:7]=[CH:6][N:5]([CH2:8][C:9]2[CH:14]=[CH:13][CH:12]=[CH:11][CH:10]=2)[C:4](=[O:15])[C:3]=1[N+:16]([O-])=O.